This data is from Reaction yield outcomes from USPTO patents with 853,638 reactions. The task is: Predict the reaction yield, written as a fraction of the theoretical maximum amount of product (1.0 means a 100% yield; for example, 0.34 means a 34% yield). The reactants are [H-].[Na+].[Br:3][C:4]1[CH:5]=[CH:6][C:7]([N:12]2[CH2:17][CH2:16][CH2:15][CH2:14][CH:13]2[CH2:18][CH3:19])=[C:8]([CH2:10][OH:11])[CH:9]=1.[CH3:20]I. The catalyst is CN(C=O)C. The product is [Br:3][C:4]1[CH:5]=[CH:6][C:7]([N:12]2[CH2:17][CH2:16][CH2:15][CH2:14][CH:13]2[CH2:18][CH3:19])=[C:8]([CH2:10][O:11][CH3:20])[CH:9]=1. The yield is 0.970.